From a dataset of Catalyst prediction with 721,799 reactions and 888 catalyst types from USPTO. Predict which catalyst facilitates the given reaction. (1) Reactant: [CH:1]1([C:4]2[CH:5]=[C:6]([C:32]([O:34]CC)=[O:33])[C:7](=[O:31])[N:8]3[C:13]=2[C:12]([CH3:14])=[C:11]([C:15]2[CH:20]=[CH:19][C:18]([NH:21][CH2:22][CH2:23][O:24]C4CCCCO4)=[CH:17][CH:16]=2)[CH:10]=[CH:9]3)[CH2:3][CH2:2]1.O.C1(C)C=CC(S([O-])(=O)=O)=CC=1.[NH+]1C=CC=CC=1.C(=O)([O-])O.[Na+]. Product: [CH:1]1([C:4]2[CH:5]=[C:6]([C:32]([OH:34])=[O:33])[C:7](=[O:31])[N:8]3[C:13]=2[C:12]([CH3:14])=[C:11]([C:15]2[CH:20]=[CH:19][C:18]([NH:21][CH2:22][CH2:23][OH:24])=[CH:17][CH:16]=2)[CH:10]=[CH:9]3)[CH2:2][CH2:3]1. The catalyst class is: 8. (2) Reactant: [CH2:1]([O:3][C:4]([C:6]1[O:14][C:13]2[CH:12]=[CH:11][N:10]=[CH:9][C:8]=2[C:7]=1[NH2:15])=[O:5])[CH3:2].Br[C:17]1[CH:22]=[CH:21][C:20]([CH3:23])=[CH:19][C:18]=1[F:24].CC1(C)C2C(=C(P(C3C=CC=CC=3)C3C=CC=CC=3)C=CC=2)OC2C(P(C3C=CC=CC=3)C3C=CC=CC=3)=CC=CC1=2.[O-]P([O-])([O-])=O.[K+].[K+].[K+]. Product: [CH2:1]([O:3][C:4]([C:6]1[O:14][C:13]2[CH:12]=[CH:11][N:10]=[CH:9][C:8]=2[C:7]=1[NH:15][C:17]1[CH:22]=[CH:21][C:20]([CH3:23])=[CH:19][C:18]=1[F:24])=[O:5])[CH3:2]. The catalyst class is: 101. (3) Reactant: [Br:1][C:2]1[CH:7]=[CH:6][C:5]([C:8](=[O:10])[CH3:9])=[CH:4][CH:3]=1.CB1N2CCC[C@H]2C(C2C=CC=CC=2)(C2C=CC=CC=2)O1.CO. Product: [Br:1][C:2]1[CH:7]=[CH:6][C:5]([C@H:8]([OH:10])[CH3:9])=[CH:4][CH:3]=1. The catalyst class is: 46. (4) Reactant: [CH2:1]([O:8][CH2:9][C:10]1[C:11]([O:24][CH3:25])=[N:12][CH:13]=[CH:14][C:15]=1[C:16]([OH:23])([CH2:21][CH3:22])[CH2:17][C:18]([O-:20])=[O:19])[C:2]1[CH:7]=[CH:6][CH:5]=[CH:4][CH:3]=1. Product: [CH2:1]([O:8][CH2:9][C:10]1[C:11]([O:24][CH3:25])=[N:12][CH:13]=[CH:14][C:15]=1[C:16]([OH:23])([CH2:21][CH3:22])[CH2:17][C:18]([OH:20])=[O:19])[C:2]1[CH:3]=[CH:4][CH:5]=[CH:6][CH:7]=1. The catalyst class is: 55. (5) Reactant: [Br:1][C:2]1[C:7]([C:8]([OH:10])=[O:9])=[CH:6][N:5]=[CH:4][CH:3]=1.CO.[CH2:13](Cl)CCl. Product: [CH3:13][O:9][C:8](=[O:10])[C:7]1[C:2]([Br:1])=[CH:3][CH:4]=[N:5][CH:6]=1. The catalyst class is: 64.